Regression. Given a peptide amino acid sequence and an MHC pseudo amino acid sequence, predict their binding affinity value. This is MHC class I binding data. From a dataset of Peptide-MHC class I binding affinity with 185,985 pairs from IEDB/IMGT. (1) The peptide sequence is LEKWNLGII. The MHC is HLA-A01:01 with pseudo-sequence HLA-A01:01. The binding affinity (normalized) is 0.0847. (2) The peptide sequence is VLALYSPPLI. The MHC is HLA-A02:03 with pseudo-sequence HLA-A02:03. The binding affinity (normalized) is 0.573. (3) The peptide sequence is DTTQIIKLLPF. The MHC is HLA-A30:02 with pseudo-sequence HLA-A30:02. The binding affinity (normalized) is 0. (4) The peptide sequence is RPVGISSMV. The MHC is HLA-B08:01 with pseudo-sequence HLA-B08:01. The binding affinity (normalized) is 0.0847. (5) The peptide sequence is VIMWYNYLF. The MHC is HLA-A25:01 with pseudo-sequence HLA-A25:01. The binding affinity (normalized) is 0.0847. (6) The peptide sequence is VTEDLLHLNS. The binding affinity (normalized) is 0. The MHC is Mamu-A02 with pseudo-sequence Mamu-A02. (7) The peptide sequence is ATPKDINQML. The MHC is Mamu-A01 with pseudo-sequence Mamu-A01. The binding affinity (normalized) is 0.940.